This data is from Full USPTO retrosynthesis dataset with 1.9M reactions from patents (1976-2016). The task is: Predict the reactants needed to synthesize the given product. (1) Given the product [O:32]=[S:28]1(=[O:31])[CH2:29][CH2:30][N:25]([CH2:24][CH2:23][NH:10][CH2:9][CH2:8][N:5]2[CH2:4][CH2:3][S:2](=[O:1])(=[O:33])[CH2:7][CH2:6]2)[CH2:26][CH2:27]1, predict the reactants needed to synthesize it. The reactants are: [O:1]=[S:2]1(=[O:33])[CH2:7][CH2:6][N:5]([CH2:8][CH2:9][N:10]([CH2:23][CH2:24][N:25]2[CH2:30][CH2:29][S:28](=[O:32])(=[O:31])[CH2:27][CH2:26]2)S(C2C=CC=CC=2[N+]([O-])=O)(=O)=O)[CH2:4][CH2:3]1.C1(S)C=CC=CC=1.C(=O)([O-])[O-].[K+].[K+]. (2) Given the product [F:1][C:2]1[C:35]([F:36])=[CH:34][CH:33]=[CH:32][C:3]=1[CH2:4][S:5][C:6]1[N:7]=[C:8]([NH:20][S:21]([N:24]2[CH2:25][CH2:26][N:27]([CH2:30][CH3:31])[CH2:28][CH2:29]2)(=[O:22])=[O:23])[CH:9]=[C:10]([O:12][C@H:13]([CH3:19])[CH2:14][OH:15])[N:11]=1, predict the reactants needed to synthesize it. The reactants are: [F:1][C:2]1[C:35]([F:36])=[CH:34][CH:33]=[CH:32][C:3]=1[CH2:4][S:5][C:6]1[N:11]=[C:10]([O:12][C@H:13]([CH3:19])[C:14](OCC)=[O:15])[CH:9]=[C:8]([NH:20][S:21]([N:24]2[CH2:29][CH2:28][N:27]([CH2:30][CH3:31])[CH2:26][CH2:25]2)(=[O:23])=[O:22])[N:7]=1.[Li+].[BH4-].[NH4+].[Cl-]. (3) Given the product [CH3:32][O:31][CH:30]([O:33][CH3:34])[CH2:24][C@H:13]([CH2:14][N+:15]([O-:50])=[O:37])[CH2:7][CH3:8], predict the reactants needed to synthesize it. The reactants are: C(=O)/C=C/CC.[C:7]1([C:13]([C:24]2C=CC=CC=2)(O[Si](C)(C)C)[C@@H:14]2CCC[NH:15]2)C=CC=C[CH:8]=1.[CH:30](OC)([O:33][CH3:34])[O:31][CH3:32].[OH2:37].C1(C)C=CC(S(O)(=O)=O)=CC=1.C[OH:50]. (4) Given the product [C:3]1([CH3:8])[C:2]([NH:1][CH2:10][C:11]([O:13][CH3:14])=[O:12])=[CH:7][CH:6]=[CH:5][CH:4]=1, predict the reactants needed to synthesize it. The reactants are: [NH2:1][C:2]1[C:3]([CH3:8])=[CH:4][CH:5]=[CH:6][CH:7]=1.Br[CH2:10][C:11]([O:13][CH3:14])=[O:12].C(=O)([O-])[O-].[K+].[K+].O.